Dataset: Forward reaction prediction with 1.9M reactions from USPTO patents (1976-2016). Task: Predict the product of the given reaction. (1) Given the reactants C[O:2][C:3]([C:5]1[CH:13]=[C:12]2[C:8]([CH2:9][CH2:10][N:11]2[S:14]([C:17]2[CH:22]=[C:21]([CH3:23])[CH:20]=[C:19]([CH3:24])[CH:18]=2)(=[O:16])=[O:15])=[CH:7][CH:6]=1)=[O:4].[OH-].[K+].O, predict the reaction product. The product is: [CH3:24][C:19]1[CH:18]=[C:17]([S:14]([N:11]2[C:12]3[C:8](=[CH:7][CH:6]=[C:5]([C:3]([OH:4])=[O:2])[CH:13]=3)[CH2:9][CH2:10]2)(=[O:16])=[O:15])[CH:22]=[C:21]([CH3:23])[CH:20]=1. (2) Given the reactants [Br:1][C:2]1[CH:3]=[C:4]([F:10])[C:5]([F:9])=[C:6]([OH:8])[CH:7]=1.Br[CH2:12][CH2:13][CH2:14][O:15][CH3:16].C(=O)([O-])[O-].[K+].[K+], predict the reaction product. The product is: [Br:1][C:2]1[CH:7]=[C:6]([O:8][CH2:12][CH2:13][CH2:14][O:15][CH3:16])[C:5]([F:9])=[C:4]([F:10])[CH:3]=1. (3) Given the reactants [NH2:1][C:2]1[C:11]2[N:12]=[C:13]([CH3:29])[N:14]([CH2:15][CH2:16][CH2:17][CH2:18][N:19]([O:27][CH3:28])[C:20]([NH:22][Si](C)(C)C)=[O:21])[C:10]=2[C:9]2[CH:8]=[CH:7][CH:6]=[CH:5][C:4]=2[N:3]=1.Cl, predict the reaction product. The product is: [NH2:1][C:2]1[C:11]2[N:12]=[C:13]([CH3:29])[N:14]([CH2:15][CH2:16][CH2:17][CH2:18][N:19]([O:27][CH3:28])[C:20]([NH2:22])=[O:21])[C:10]=2[C:9]2[CH:8]=[CH:7][CH:6]=[CH:5][C:4]=2[N:3]=1.